This data is from Full USPTO retrosynthesis dataset with 1.9M reactions from patents (1976-2016). The task is: Predict the reactants needed to synthesize the given product. (1) Given the product [CH3:1][C@:2]12[C@@:19]3([CH3:20])[C@@H:10]([C@:11]4([CH3:33])[C@@H:16]([CH2:17][CH2:18]3)[C:15]([CH3:21])([CH3:22])[C:14]([C:23]3[CH:32]=[CH:31][C:26]([C:27]([OH:29])=[O:28])=[CH:25][CH:24]=3)=[CH:13][CH2:12]4)[CH2:9][CH2:8][C@@H:7]1[C@H:6]1[C@H:34]([C:37]([CH3:39])=[CH2:38])[CH2:35][CH2:36][C@:5]1([NH:40][CH2:41][CH2:42][N:43]1[CH2:44][CH2:45][NH:46][CH2:47][CH2:48]1)[CH2:4][CH2:3]2, predict the reactants needed to synthesize it. The reactants are: [CH3:1][C@:2]12[C@@:19]3([CH3:20])[C@@H:10]([C@:11]4([CH3:33])[C@@H:16]([CH2:17][CH2:18]3)[C:15]([CH3:22])([CH3:21])[C:14]([C:23]3[CH:32]=[CH:31][C:26]([C:27]([O:29]C)=[O:28])=[CH:25][CH:24]=3)=[CH:13][CH2:12]4)[CH2:9][CH2:8][C@@H:7]1[C@H:6]1[C@H:34]([C:37]([CH3:39])=[CH2:38])[CH2:35][CH2:36][C@:5]1([NH:40][CH2:41][CH2:42][N:43]1[CH2:48][CH2:47][NH:46][CH2:45][CH2:44]1)[CH2:4][CH2:3]2.[OH-].[Na+]. (2) Given the product [NH2:1][CH2:2][CH:3]([NH:20][C:21]1[CH:28]=[CH:27][C:24]([C:25]([NH2:34])=[NH:26])=[CH:23][CH:22]=1)[C:4]1[CH:9]=[CH:8][C:7]([O:10][CH2:11][C:12]2[CH:17]=[CH:16][CH:15]=[CH:14][CH:13]=2)=[C:6]([O:18][CH3:19])[CH:5]=1, predict the reactants needed to synthesize it. The reactants are: [NH2:1][CH2:2][CH:3]([NH:20][C:21]1[CH:28]=[CH:27][C:24]([C:25]#[N:26])=[CH:23][CH:22]=1)[C:4]1[CH:9]=[CH:8][C:7]([O:10][CH2:11][C:12]2[CH:17]=[CH:16][CH:15]=[CH:14][CH:13]=2)=[C:6]([O:18][CH3:19])[CH:5]=1.Cl.NO.C([N:34](CC)CC)C. (3) Given the product [CH2:1]([O:5][C:6]1[C:15]2[C:10](=[CH:11][CH:12]=[C:13]([F:16])[CH:14]=2)[C:9](=[O:17])[N:8]([CH2:18][C:19]([CH3:22])([CH3:21])[CH3:20])[C:7]=1[CH2:23][N:29]1[C:25](=[O:35])[C:26]2[C:27](=[CH:31][CH:32]=[CH:33][CH:34]=2)[C:28]1=[O:30])[CH2:2][CH2:3][CH3:4], predict the reactants needed to synthesize it. The reactants are: [CH2:1]([O:5][C:6]1[C:15]2[C:10](=[CH:11][CH:12]=[C:13]([F:16])[CH:14]=2)[C:9](=[O:17])[N:8]([CH2:18][C:19]([CH3:22])([CH3:21])[CH3:20])[C:7]=1[CH2:23]Cl)[CH2:2][CH2:3][CH3:4].[C:25]1(=[O:35])[NH:29][C:28](=[O:30])[C:27]2=[CH:31][CH:32]=[CH:33][CH:34]=[C:26]12.[K].O. (4) Given the product [CH3:1][CH:2]([O:5][CH2:22][CH:21]=[N:20][OH:10])[CH:3]=[CH2:4], predict the reactants needed to synthesize it. The reactants are: [CH3:1][CH:2]([OH:5])[CH:3]=[CH2:4].[H-].[Na+].C([O:10]C(OCC)CBr)C.[Cl-].[NH4+].C[N:20]1CC[CH2:22][C:21]1=O. (5) Given the product [C:13]([O:17][C:18]([N:20]1[C@@H:24](/[CH:25]=[CH:11]\[C:8]2([C:5]3[CH:4]=[CH:3][C:2]([Cl:1])=[CH:7][CH:6]=3)[CH2:9][CH2:10]2)[CH2:23][O:22][C:21]1([CH3:38])[CH3:39])=[O:19])([CH3:16])([CH3:14])[CH3:15], predict the reactants needed to synthesize it. The reactants are: [Cl:1][C:2]1[CH:7]=[CH:6][C:5]([C:8]2([CH:11]=O)[CH2:10][CH2:9]2)=[CH:4][CH:3]=1.[C:13]([O:17][C:18]([N:20]1[C@@H:24]([CH2:25]S(C2SC3C=CC=CC=3N=2)(=O)=O)[CH2:23][O:22][C:21]1([CH3:39])[CH3:38])=[O:19])([CH3:16])([CH3:15])[CH3:14].[Li+].C[Si]([N-][Si](C)(C)C)(C)C.